This data is from Reaction yield outcomes from USPTO patents with 853,638 reactions. The task is: Predict the reaction yield, written as a fraction of the theoretical maximum amount of product (1.0 means a 100% yield; for example, 0.34 means a 34% yield). (1) The reactants are C(OC([NH:8][C:9]1[S:10][C:11]([CH2:19][N:20]2[CH2:25][CH2:24][O:23][CH2:22][CH2:21]2)=[C:12]([C:14]2[O:15][CH:16]=[CH:17][CH:18]=2)[N:13]=1)=O)(C)(C)C. The catalyst is FC(F)(F)C(O)=O. The product is [NH2:8][C:9]1[S:10][C:11]([CH2:19][N:20]2[CH2:21][CH2:22][O:23][CH2:24][CH2:25]2)=[C:12]([C:14]2[O:15][CH:16]=[CH:17][CH:18]=2)[N:13]=1. The yield is 1.00. (2) The reactants are Cl.[CH3:2][NH:3][O:4][CH3:5].CCN(C(C)C)C(C)C.C[Al](C)C.[CH3:19][O:20][CH2:21][C:22]1[C:23](=[O:42])[C:24]([C:38](OC)=[O:39])=[N:25][N:26]([C:28]2[CH:33]=[CH:32][CH:31]=[C:30]([C:34]([F:37])([F:36])[F:35])[CH:29]=2)[CH:27]=1. The catalyst is C(Cl)Cl. The product is [CH3:5][O:4][N:3]([CH3:2])[C:38]([C:24]1[C:23](=[O:42])[C:22]([CH2:21][O:20][CH3:19])=[CH:27][N:26]([C:28]2[CH:33]=[CH:32][CH:31]=[C:30]([C:34]([F:35])([F:37])[F:36])[CH:29]=2)[N:25]=1)=[O:39]. The yield is 0.600. (3) The reactants are [CH3:1][O:2][C:3](=[O:10])[C@H:4]([C:6]([CH3:9])([CH3:8])[CH3:7])[NH2:5].[C:11](O)(=[O:18])[CH2:12][CH2:13][CH2:14][CH2:15][CH:16]=[CH2:17].C(Cl)CCl.C1C=NC2N(O)N=NC=2C=1. The catalyst is CN(C=O)C.C([O-])(O)=O.[Na+]. The product is [C:11]([NH:5][C@H:4]([C:3]([O:2][CH3:1])=[O:10])[C:6]([CH3:9])([CH3:8])[CH3:7])(=[O:18])[CH2:12][CH2:13][CH2:14][CH2:15][CH:16]=[CH2:17]. The yield is 0.810. (4) The reactants are Cl.[CH:2]1([NH:5][C:6]([NH:8][C:9]2[CH:14]=[CH:13][C:12]([C:15]3[N:16]=[C:17]([N:24]4[CH2:29][CH2:28][O:27][CH2:26][C@@H:25]4[CH3:30])[C:18]4[CH2:23][NH:22][CH2:21][C:19]=4[N:20]=3)=[C:11]([F:31])[CH:10]=2)=[O:7])[CH2:4][CH2:3]1.C(N(CC)CC)C.[CH3:39][C:40]([CH3:42])=O.C(O[BH-](OC(=O)C)OC(=O)C)(=O)C.[Na+]. The catalyst is CN(C=O)C. The product is [CH:2]1([NH:5][C:6]([NH:8][C:9]2[CH:14]=[CH:13][C:12]([C:15]3[N:16]=[C:17]([N:24]4[CH2:29][CH2:28][O:27][CH2:26][C@@H:25]4[CH3:30])[C:18]4[CH2:23][N:22]([CH:40]([CH3:42])[CH3:39])[CH2:21][C:19]=4[N:20]=3)=[C:11]([F:31])[CH:10]=2)=[O:7])[CH2:3][CH2:4]1. The yield is 0.130. (5) The reactants are [NH2:1][C:2]([CH3:6])([CH3:5])[CH2:3][OH:4].[F:7][C:8]1[CH:16]=[CH:15][CH:14]=[C:13]([F:17])[C:9]=1[C:10](Cl)=[O:11]. The yield is 0.930. The catalyst is C(Cl)Cl.O. The product is [F:7][C:8]1[CH:16]=[CH:15][CH:14]=[C:13]([F:17])[C:9]=1[C:10]([NH:1][C:2]([CH3:6])([CH3:5])[CH2:3][OH:4])=[O:11]. (6) The reactants are [CH3:1][O:2][C:3]1[CH:4]=[C:5]2[C:10](=[CH:11][C:12]=1[O:13][CH3:14])[N:9]=[CH:8][N:7]=[C:6]2[O:15][C:16]1[CH:22]=[CH:21][C:19]([NH2:20])=[CH:18][CH:17]=1.[CH2:23]([N:25]([CH2:28][CH3:29])[CH2:26][CH3:27])[CH3:24].[C:30](Cl)(Cl)=[S:31].[CH2:34]([N:36](CC)CC(N)C)C. The catalyst is CN(C)C=O.C(OCC)(=O)C. The product is [CH3:1][O:2][C:3]1[CH:4]=[C:5]2[C:10](=[CH:11][C:12]=1[O:13][CH3:14])[N:9]=[CH:8][N:7]=[C:6]2[O:15][C:16]1[CH:22]=[CH:21][C:19]([NH:20][C:30]([NH:36][CH2:34][CH2:24][CH2:23][N:25]([CH2:28][CH3:29])[CH2:26][CH3:27])=[S:31])=[CH:18][CH:17]=1. The yield is 0.120. (7) The reactants are [N:1]1([CH2:6][CH2:7][CH2:8][O:9][C:10]2[CH:15]=[CH:14][C:13]([C:16]3([C:22]([NH2:24])=[O:23])[CH2:21][CH2:20][O:19][CH2:18][CH2:17]3)=[CH:12][CH:11]=2)[CH2:5][CH2:4][CH2:3][CH2:2]1.CO[CH:27](OC)[N:28]([CH3:30])[CH3:29]. No catalyst specified. The product is [CH3:27][N:28]([CH:30]=[N:24][C:22]([C:16]1([C:13]2[CH:14]=[CH:15][C:10]([O:9][CH2:8][CH2:7][CH2:6][N:1]3[CH2:5][CH2:4][CH2:3][CH2:2]3)=[CH:11][CH:12]=2)[CH2:21][CH2:20][O:19][CH2:18][CH2:17]1)=[O:23])[CH3:29]. The yield is 1.00. (8) The reactants are [C:1]([O:8][CH2:9][CH3:10])(=O)[C:2]([O:4][CH2:5][CH3:6])=[O:3].C(OC[C:15]([O:17][CH2:18][CH3:19])=[O:16])C.[O-]CC.[Na+].Cl. The catalyst is C1(C)C=CC=CC=1. The product is [CH2:18]([O:17][C:15](=[O:16])[CH:1]([O:8][CH2:9][CH3:10])[C:2]([O:4][CH2:5][CH3:6])=[O:3])[CH3:19]. The yield is 0.937.